Dataset: Reaction yield outcomes from USPTO patents with 853,638 reactions. Task: Predict the reaction yield, written as a fraction of the theoretical maximum amount of product (1.0 means a 100% yield; for example, 0.34 means a 34% yield). (1) The reactants are [C:1]1([N:7]([C:16]2[CH:21]=[CH:20][CH:19]=[CH:18][CH:17]=2)[C:8]2[CH:15]=[CH:14][C:11]([C:12]#[N:13])=[CH:10][CH:9]=2)[CH:6]=[CH:5][CH:4]=[CH:3][CH:2]=1.[N-:22]=[N+:23]=[N-:24].[Na+].[Cl-].[NH4+]. The catalyst is CN(C=O)C. The product is [C:1]1([N:7]([C:16]2[CH:21]=[CH:20][CH:19]=[CH:18][CH:17]=2)[C:8]2[CH:15]=[CH:14][C:11]([C:12]3[N:22]=[N:23][NH:24][N:13]=3)=[CH:10][CH:9]=2)[CH:6]=[CH:5][CH:4]=[CH:3][CH:2]=1. The yield is 0.680. (2) The reactants are F[P-](F)(F)(F)(F)F.N1(OC(N(C)C)=[N+](C)C)C2N=CC=CC=2N=N1.[C:25]([O:29][C:30]([NH:32][C:33]1([C:48](O)=[O:49])[CH2:38][CH2:37][N:36]([C:39]2[C:40]3[CH:47]=[CH:46][NH:45][C:41]=3[N:42]=[CH:43][N:44]=2)[CH2:35][CH2:34]1)=[O:31])([CH3:28])([CH3:27])[CH3:26].C(N(C(C)C)C(C)C)C.[NH2:60][CH:61]([C:68]1[CH:73]=[CH:72][C:71]([Cl:74])=[CH:70][CH:69]=1)[CH2:62][NH:63][S:64]([CH3:67])(=[O:66])=[O:65]. The catalyst is CN1C(=O)CCC1. The product is [Cl:74][C:71]1[CH:70]=[CH:69][C:68]([CH:61]([NH:60][C:48]([C:33]2([NH:32][C:30](=[O:31])[O:29][C:25]([CH3:27])([CH3:28])[CH3:26])[CH2:34][CH2:35][N:36]([C:39]3[C:40]4[CH:47]=[CH:46][NH:45][C:41]=4[N:42]=[CH:43][N:44]=3)[CH2:37][CH2:38]2)=[O:49])[CH2:62][NH:63][S:64]([CH3:67])(=[O:66])=[O:65])=[CH:73][CH:72]=1. The yield is 0.790.